From a dataset of Forward reaction prediction with 1.9M reactions from USPTO patents (1976-2016). Predict the product of the given reaction. (1) The product is: [Br:44][C:2]1[CH:3]=[C:4]([C:8]2[CH:13]=[CH:12][C:11]([NH2:14])=[CH:10][C:9]=2[C:40]([F:43])([F:42])[F:41])[CH:5]=[CH:6][CH:7]=1. Given the reactants Cl[C:2]1[CH:3]=[C:4]([C:8]2[CH:13]=[CH:12][C:11]([NH:14]C(NC3C=CC(OC4C=CN=C(NCCCCN(C)C)N=4)=CC=3C)=O)=[CH:10][C:9]=2[C:40]([F:43])([F:42])[F:41])[CH:5]=[CH:6][CH:7]=1.[Br:44]C1C=C(B(O)O)C=CC=1, predict the reaction product. (2) Given the reactants [Cl:1][C:2]1[C:11]([CH3:12])=[CH:10][C:5]2[NH:6][C:7](=O)[NH:8][C:4]=2[CH:3]=1.O=P(Cl)(Cl)[Cl:15], predict the reaction product. The product is: [Cl:15][C:7]1[NH:6][C:5]2[CH:10]=[C:11]([CH3:12])[C:2]([Cl:1])=[CH:3][C:4]=2[N:8]=1. (3) Given the reactants [N+:1]([C:4]1[CH:5]=[C:6]2[C:10](=[CH:11][CH:12]=1)[N:9]([C:13]([C:26]1[CH:31]=[CH:30][CH:29]=[CH:28][CH:27]=1)([C:20]1[CH:25]=[CH:24][CH:23]=[CH:22][CH:21]=1)[C:14]1[CH:19]=[CH:18][CH:17]=[CH:16][CH:15]=1)[N:8]=[C:7]2[C:32]1[CH:33]=[N:34][NH:35][CH:36]=1)([O-:3])=[O:2].C(Cl)Cl.[C:40]([O:44][C:45](O[C:45]([O:44][C:40]([CH3:43])([CH3:42])[CH3:41])=[O:46])=[O:46])([CH3:43])([CH3:42])[CH3:41], predict the reaction product. The product is: [N+:1]([C:4]1[CH:5]=[C:6]2[C:10](=[CH:11][CH:12]=1)[N:9]([C:13]([C:20]1[CH:25]=[CH:24][CH:23]=[CH:22][CH:21]=1)([C:26]1[CH:27]=[CH:28][CH:29]=[CH:30][CH:31]=1)[C:14]1[CH:15]=[CH:16][CH:17]=[CH:18][CH:19]=1)[N:8]=[C:7]2[C:32]1[CH:33]=[N:34][N:35]([C:45]([O:44][C:40]([CH3:43])([CH3:42])[CH3:41])=[O:46])[CH:36]=1)([O-:3])=[O:2]. (4) Given the reactants [Al].[Br:2][C:3]1[N:7]=[C:6]([Br:8])[N:5]([CH2:9][C:10]([CH3:12])=[CH2:11])[N:4]=1.[BH4-].[Na+].[OH2:15], predict the reaction product. The product is: [Br:2][C:3]1[N:7]=[C:6]([Br:8])[N:5]([CH2:9][C:10]([CH3:12])([OH:15])[CH3:11])[N:4]=1.